Dataset: Full USPTO retrosynthesis dataset with 1.9M reactions from patents (1976-2016). Task: Predict the reactants needed to synthesize the given product. (1) Given the product [C:1]([O:5][C:6]([NH:8][C:9]1([CH3:15])[CH2:10][CH2:11][N:12]([C:23]2[N:28]=[CH:27][CH:26]=[CH:25][N:24]=2)[CH2:13][CH2:14]1)=[O:7])([CH3:4])([CH3:2])[CH3:3], predict the reactants needed to synthesize it. The reactants are: [C:1]([O:5][C:6]([NH:8][C:9]1([CH3:15])[CH2:14][CH2:13][NH:12][CH2:11][CH2:10]1)=[O:7])([CH3:4])([CH3:3])[CH3:2].C(=O)([O-])[O-].[K+].[K+].Cl[C:23]1[N:28]=[CH:27][CH:26]=[CH:25][N:24]=1. (2) Given the product [ClH:46].[ClH:46].[NH:8]1[CH2:12][CH2:11][CH:10]([O:13][C:14]2[CH:15]=[CH:16][C:17]([O:18][CH2:19][C:20]3[N:24]([CH2:25][CH2:26][O:27][CH3:28])[C:23]4[CH:29]=[CH:30][C:31]([C:33]([NH2:35])=[NH:34])=[CH:32][C:22]=4[N:21]=3)=[CH:36][CH:37]=2)[CH2:9]1, predict the reactants needed to synthesize it. The reactants are: C(OC([N:8]1[CH2:12][CH2:11][CH:10]([O:13][C:14]2[CH:37]=[CH:36][C:17]([O:18][CH2:19][C:20]3[N:24]([CH2:25][CH2:26][O:27][CH3:28])[C:23]4[CH:29]=[CH:30][C:31]([C:33]([NH2:35])=[NH:34])=[CH:32][C:22]=4[N:21]=3)=[CH:16][CH:15]=2)[CH2:9]1)=O)(C)(C)C.FC(F)(F)C(O)=O.C(Cl)(Cl)[Cl:46]. (3) Given the product [CH3:19][O:20][P:21]([C:25](=[N+:8]=[N-:9])[C:26](=[O:28])[CH3:27])(=[O:24])[O:22][CH3:23], predict the reactants needed to synthesize it. The reactants are: [H-].[Na+].CS(N=[N+:8]=[N-:9])(=O)=O.CS(Cl)(=O)=O.[N-]=[N+]=[N-].[Na+].[CH3:19][O:20][P:21]([CH2:25][C:26](=[O:28])[CH3:27])(=[O:24])[O:22][CH3:23]. (4) Given the product [CH2:1]([NH:3][C:4]1[C:13]([CH2:14][OH:15])=[CH:12][C:11]2[C:6](=[CH:7][CH:8]=[C:9]([O:16][CH3:17])[CH:10]=2)[N:5]=1)[CH3:2], predict the reactants needed to synthesize it. The reactants are: [CH2:1]([NH:3][C:4]1[C:13]([CH:14]=[O:15])=[CH:12][C:11]2[C:6](=[CH:7][CH:8]=[C:9]([O:16][CH3:17])[CH:10]=2)[N:5]=1)[CH3:2]. (5) The reactants are: [CH3:1][NH:2][CH2:3][C:4]1[CH:20]=[C:19]([C:21]([F:24])([F:23])[F:22])[CH:18]=[CH:17][C:5]=1[O:6][C:7]1[CH:8]=[C:9]([CH2:13][C:14]([OH:16])=[O:15])[CH:10]=[CH:11][CH:12]=1.[Cl:25][C:26]1[CH:31]=[CH:30][C:29]([S:32](Cl)(=[O:34])=[O:33])=[CH:28][CH:27]=1. Given the product [Cl:25][C:26]1[CH:31]=[CH:30][C:29]([S:32]([N:2]([CH2:3][C:4]2[CH:20]=[C:19]([C:21]([F:23])([F:22])[F:24])[CH:18]=[CH:17][C:5]=2[O:6][C:7]2[CH:8]=[C:9]([CH2:13][C:14]([OH:16])=[O:15])[CH:10]=[CH:11][CH:12]=2)[CH3:1])(=[O:34])=[O:33])=[CH:28][CH:27]=1, predict the reactants needed to synthesize it. (6) Given the product [NH2:1][C:2]1[CH:11]=[CH:10][CH:9]=[C:8]2[C:3]=1[CH2:4][CH2:5][N:6]([CH2:13][CH2:14][CH3:15])[CH2:7]2, predict the reactants needed to synthesize it. The reactants are: [NH2:1][C:2]1[CH:11]=[CH:10][CH:9]=[C:8]2[C:3]=1[CH:4]=[CH:5][N:6]=[CH:7]2.I[CH2:13][CH2:14][CH3:15].[BH4-].[Na+]. (7) Given the product [CH3:18][C:16]([N:15]=[N:14][C:10]([C:12]#[N:13])([CH3:11])[CH3:9])([C:19]#[N:20])[CH3:17].[CH3:29][C:26]1([CH3:30])[N:27]([O:28])[C:22]([CH3:31])([CH3:21])[CH2:23][CH2:24][CH2:25]1, predict the reactants needed to synthesize it. The reactants are: C=CC1C=CC=CC=1.[CH3:9][C:10]([N:14]=[N:15][C:16]([C:19]#[N:20])([CH3:18])[CH3:17])([C:12]#[N:13])[CH3:11].[CH3:21][C:22]1([CH3:31])[N:27]([O:28])[C:26]([CH3:30])([CH3:29])[CH2:25][CH2:24][CH2:23]1.